Dataset: Plasma protein binding rate (PPBR) regression data from AstraZeneca. Task: Regression/Classification. Given a drug SMILES string, predict its absorption, distribution, metabolism, or excretion properties. Task type varies by dataset: regression for continuous measurements (e.g., permeability, clearance, half-life) or binary classification for categorical outcomes (e.g., BBB penetration, CYP inhibition). For this dataset (ppbr_az), we predict Y. The drug is O=C1COc2ccc(CNC3CCN(CCN4C(=O)COc5ccc(F)cc54)CC3)nc2N1. The Y is 83.0 %.